From a dataset of Reaction yield outcomes from USPTO patents with 853,638 reactions. Predict the reaction yield, written as a fraction of the theoretical maximum amount of product (1.0 means a 100% yield; for example, 0.34 means a 34% yield). (1) The reactants are [CH3:1][O:2][C:3]1[CH:11]=[CH:10][C:6]([C:7]([OH:9])=[O:8])=[C:5]([CH3:12])[CH:4]=1.S(Cl)(Cl)=O.[CH2:17](O)[CH3:18]. The catalyst is C(OCC)C. The product is [CH3:1][O:2][C:3]1[CH:11]=[CH:10][C:6]([C:7]([O:9][CH2:17][CH3:18])=[O:8])=[C:5]([CH3:12])[CH:4]=1. The yield is 0.950. (2) The reactants are [OH:1][C@H:2]([C@H:4]([CH2:9][CH:10]=[C:11]([CH3:13])[CH3:12])[C:5]([O:7][CH3:8])=[O:6])[CH3:3]. The catalyst is CO.[Pd]. The product is [OH:1][C@H:2]([C@H:4]([CH2:9][CH2:10][CH:11]([CH3:13])[CH3:12])[C:5]([O:7][CH3:8])=[O:6])[CH3:3]. The yield is 0.980. (3) The reactants are [CH3:1][N:2]1[CH2:6][CH2:5][CH2:4][CH:3]1[CH2:7][CH2:8][N:9]1[C:17]2[C:12](=[CH:13][C:14]([N+:18]([O-])=O)=[CH:15][CH:16]=2)[CH:11]=[C:10]1[CH2:21][C:22]1[CH:27]=[CH:26][C:25]([O:28][C:29]([F:32])([F:31])[F:30])=[CH:24][CH:23]=1.I.CS[C:36]([C:38]1[S:39][CH:40]=[CH:41][CH:42]=1)=[NH:37]. The catalyst is C(O)C.C(OCC)C.[Pd]. The product is [CH3:1][N:2]1[CH2:6][CH2:5][CH2:4][CH:3]1[CH2:7][CH2:8][N:9]1[C:17]2[C:12](=[CH:13][C:14]([NH:18][C:36]([C:38]3[S:39][CH:40]=[CH:41][CH:42]=3)=[NH:37])=[CH:15][CH:16]=2)[CH:11]=[C:10]1[CH2:21][C:22]1[CH:27]=[CH:26][C:25]([O:28][C:29]([F:32])([F:31])[F:30])=[CH:24][CH:23]=1. The yield is 0.537. (4) The reactants are Cl[C:2]1[N:7]=[C:6]([NH:8][C:9]2[CH:14]=[CH:13][C:12]([F:15])=[CH:11][C:10]=2[S:16]([N:19]2[CH2:23][CH2:22][CH2:21][CH2:20]2)(=[O:18])=[O:17])[C:5]([Cl:24])=[CH:4][N:3]=1.[CH3:25][N:26]1[CH2:31][CH2:30][N:29]([CH2:32][C:33]2[CH:39]=[CH:38][C:36]([NH2:37])=[CH:35][CH:34]=2)[CH2:28][CH2:27]1. The catalyst is C(Cl)Cl.CO. The product is [Cl:24][C:5]1[C:6]([NH:8][C:9]2[CH:14]=[CH:13][C:12]([F:15])=[CH:11][C:10]=2[S:16]([N:19]2[CH2:23][CH2:22][CH2:21][CH2:20]2)(=[O:18])=[O:17])=[N:7][C:2]([NH:37][C:36]2[CH:35]=[CH:34][C:33]([CH2:32][N:29]3[CH2:28][CH2:27][N:26]([CH3:25])[CH2:31][CH2:30]3)=[CH:39][CH:38]=2)=[N:3][CH:4]=1. The yield is 0.780. (5) The reactants are [CH3:1][N:2]1[C:10](=[O:11])[C:9]2[N:8](COCC[Si](C)(C)C)[C:7]([NH:20][C:21]3[CH:26]=[CH:25][CH:24]=[C:23]([C:27]([F:30])([F:29])[F:28])[CH:22]=3)=[N:6][C:5]=2[N:4]([CH3:31])[C:3]1=[O:32].Cl. The catalyst is C(O)C. The product is [CH3:1][N:2]1[C:10](=[O:11])[C:9]2[NH:8][C:7]([NH:20][C:21]3[CH:26]=[CH:25][CH:24]=[C:23]([C:27]([F:30])([F:29])[F:28])[CH:22]=3)=[N:6][C:5]=2[N:4]([CH3:31])[C:3]1=[O:32]. The yield is 0.797. (6) The reactants are [CH3:1][O:2][C:3]1[CH:4]=[C:5]([C:11]2[S:15][C:14]3=[N:16][CH:17]=[C:18](I)[N:13]3[N:12]=2)[CH:6]=[CH:7][C:8]=1[O:9][CH3:10].[NH2:20][C:21]1[N:28]=[CH:27][C:26](B2OC(C)(C)C(C)(C)O2)=[CH:25][C:22]=1[C:23]#[N:24].C([O-])([O-])=O.[Na+].[Na+]. The catalyst is O1CCOCC1. The product is [NH2:20][C:21]1[N:28]=[CH:27][C:26]([C:18]2[N:13]3[C:14]([S:15][C:11]([C:5]4[CH:6]=[CH:7][C:8]([O:9][CH3:10])=[C:3]([O:2][CH3:1])[CH:4]=4)=[N:12]3)=[N:16][CH:17]=2)=[CH:25][C:22]=1[C:23]#[N:24]. The yield is 0.220.